This data is from Reaction yield outcomes from USPTO patents with 853,638 reactions. The task is: Predict the reaction yield, written as a fraction of the theoretical maximum amount of product (1.0 means a 100% yield; for example, 0.34 means a 34% yield). (1) The reactants are [CH3:1][N:2]1[CH2:7][CH2:6][C:5]([C:10]2[CH:15]=[CH:14][C:13]([Cl:16])=[C:12]([Cl:17])[CH:11]=2)([C:8]#[N:9])[CH2:4][CH2:3]1. The catalyst is C1COCC1. The product is [CH3:1][N:2]1[CH2:3][CH2:4][C:5]([C:10]2[CH:15]=[CH:14][C:13]([Cl:16])=[C:12]([Cl:17])[CH:11]=2)([CH2:8][NH2:9])[CH2:6][CH2:7]1. The yield is 0.410. (2) The reactants are [C:1]([C:3]1[CH:4]=[C:5]2[C:9](=[CH:10][CH:11]=1)[N:8]([CH:12]1[CH2:17][CH2:16][CH2:15][CH2:14][O:13]1)[N:7]=[C:6]2[C:18]1[CH:19]=[C:20]2[C:25](=[CH:26][CH:27]=1)[CH:24]=[C:23]([C:28]([OH:30])=O)[CH:22]=[CH:21]2)#[N:2].C1C=CC2N(O)N=[N:37]C=2C=1.CCN=C=NCCCN(C)C.[Cl-].[NH4+].C(N1CCOCC1)C. The catalyst is CN(C=O)C.O. The product is [C:1]([C:3]1[CH:4]=[C:5]2[C:9](=[CH:10][CH:11]=1)[N:8]([CH:12]1[CH2:17][CH2:16][CH2:15][CH2:14][O:13]1)[N:7]=[C:6]2[C:18]1[CH:19]=[C:20]2[C:25](=[CH:26][CH:27]=1)[CH:24]=[C:23]([C:28]([NH2:37])=[O:30])[CH:22]=[CH:21]2)#[N:2]. The yield is 0.620.